This data is from Full USPTO retrosynthesis dataset with 1.9M reactions from patents (1976-2016). The task is: Predict the reactants needed to synthesize the given product. (1) Given the product [Cl:7][C:8]1[CH:9]=[C:10]([C:16]([F:19])([F:18])[F:17])[CH:11]=[C:12]([Cl:15])[C:13]=1[N:21]1[C:24]2[C:9](=[CH:8][CH:13]=[CH:12][CH:11]=2)[CH:10]=[CH:20]1, predict the reactants needed to synthesize it. The reactants are: C(=O)([O-])[O-].[K+].[K+].[Cl:7][C:8]1[CH:9]=[C:10]([C:16]([F:19])([F:18])[F:17])[CH:11]=[C:12]([Cl:15])[C:13]=1F.[CH3:20][N:21]([CH3:24])C=O. (2) Given the product [CH:19]1[C:20]2[C:24]3[CH:25]=[CH:26][CH:27]=[CH:28][C:23]=3[O:22][C:21]=2[CH:29]=[CH:30][C:18]=1[O:17][C:2]1[CH:7]=[CH:6][C:5]([N+:8]([O-:10])=[O:9])=[CH:4][CH:3]=1, predict the reactants needed to synthesize it. The reactants are: F[C:2]1[CH:7]=[CH:6][C:5]([N+:8]([O-:10])=[O:9])=[CH:4][CH:3]=1.C(=O)([O-])[O-].[K+].[K+].[OH:17][C:18]1[CH:30]=[CH:29][C:21]2[O:22][C:23]3[CH:28]=[CH:27][CH:26]=[CH:25][C:24]=3[C:20]=2[CH:19]=1.O.